This data is from Full USPTO retrosynthesis dataset with 1.9M reactions from patents (1976-2016). The task is: Predict the reactants needed to synthesize the given product. (1) The reactants are: Br[C:2]1[CH:11]=[CH:10][C:5]([C:6]([O:8][CH3:9])=[O:7])=[CH:4][CH:3]=1.C(=O)([O-])[O-].[Na+].[Na+].[Br:18][C:19]1[CH:24]=[CH:23][C:22](OB(O)O)=[CH:21][CH:20]=1.O. Given the product [Br:18][C:19]1[CH:24]=[CH:23][C:22]([C:2]2[CH:11]=[CH:10][C:5]([C:6]([O:8][CH3:9])=[O:7])=[CH:4][CH:3]=2)=[CH:21][CH:20]=1, predict the reactants needed to synthesize it. (2) Given the product [Cl:23][C:20]1[CH:19]=[CH:18][C:17]([C:13]2[C:12]([CH2:11][O:10][C:7]3[CH:8]=[CH:9][C:4]([C:3]([NH:25][CH:26]4[CH2:31][CH2:30][O:29][CH2:28][CH2:27]4)=[O:24])=[CH:5][N:6]=3)=[CH:16][O:15][N:14]=2)=[CH:22][CH:21]=1, predict the reactants needed to synthesize it. The reactants are: CO[C:3](=[O:24])[C:4]1[CH:9]=[CH:8][C:7]([O:10][CH2:11][C:12]2[C:13]([C:17]3[CH:22]=[CH:21][C:20]([Cl:23])=[CH:19][CH:18]=3)=[N:14][O:15][CH:16]=2)=[N:6][CH:5]=1.[NH2:25][CH:26]1[CH2:31][CH2:30][O:29][CH2:28][CH2:27]1. (3) Given the product [CH3:21][O:20][C:8]1[C:9]2[O:10][C:11]3[CH:16]=[CH:15][C:14]([N+:17]([O-:19])=[O:18])=[CH:13][C:12]=3[C:2]=2[C:3]([CH:4]=[O:5])=[CH:6][CH:7]=1, predict the reactants needed to synthesize it. The reactants are: Br[C:2]1[C:9]([O:10][C:11]2[CH:16]=[CH:15][C:14]([N+:17]([O-:19])=[O:18])=[CH:13][CH:12]=2)=[C:8]([O:20][CH3:21])[CH:7]=[CH:6][C:3]=1[CH:4]=[O:5].C(=O)([O-])[O-].[Na+].[Na+].O. (4) Given the product [F:1][C:2]1[CH:3]=[CH:4][C:5]([C:8]2([OH:13])[CH2:12][CH2:11][N:10]([C:57]([C:56]3[C:52]([C:49]4[CH:50]=[CH:51][C:46]([CH3:45])=[CH:47][CH:48]=4)=[N:53][O:54][CH:55]=3)=[O:58])[CH2:9]2)=[CH:6][CH:7]=1, predict the reactants needed to synthesize it. The reactants are: [F:1][C:2]1[CH:7]=[CH:6][C:5]([C:8]2([OH:13])[CH2:12][CH2:11][NH:10][CH2:9]2)=[CH:4][CH:3]=1.CN(C(ON1N=NC2C=CC=CC1=2)=[N+](C)C)C.[B-](F)(F)(F)F.C(N(C(C)C)C(C)C)C.[CH3:45][C:46]1[CH:51]=[CH:50][C:49]([C:52]2[C:56]([C:57](O)=[O:58])=[CH:55][O:54][N:53]=2)=[CH:48][CH:47]=1.